The task is: Regression. Given two drug SMILES strings and cell line genomic features, predict the synergy score measuring deviation from expected non-interaction effect.. This data is from NCI-60 drug combinations with 297,098 pairs across 59 cell lines. (1) Drug 1: CC1=C(C=C(C=C1)NC2=NC=CC(=N2)N(C)C3=CC4=NN(C(=C4C=C3)C)C)S(=O)(=O)N.Cl. Drug 2: CC1=C2C(C(=O)C3(C(CC4C(C3C(C(C2(C)C)(CC1OC(=O)C(C(C5=CC=CC=C5)NC(=O)OC(C)(C)C)O)O)OC(=O)C6=CC=CC=C6)(CO4)OC(=O)C)OC)C)OC. Cell line: NCI-H460. Synergy scores: CSS=45.9, Synergy_ZIP=4.50, Synergy_Bliss=4.50, Synergy_Loewe=-40.1, Synergy_HSA=2.71. (2) Drug 1: C1=C(C(=O)NC(=O)N1)N(CCCl)CCCl. Drug 2: C1=NC2=C(N1)C(=S)N=C(N2)N. Cell line: OVCAR-4. Synergy scores: CSS=31.7, Synergy_ZIP=-7.58, Synergy_Bliss=-3.55, Synergy_Loewe=-9.19, Synergy_HSA=-1.29.